This data is from NCI-60 drug combinations with 297,098 pairs across 59 cell lines. The task is: Regression. Given two drug SMILES strings and cell line genomic features, predict the synergy score measuring deviation from expected non-interaction effect. (1) Drug 1: C1CN1P(=S)(N2CC2)N3CC3. Drug 2: COC1=C2C(=CC3=C1OC=C3)C=CC(=O)O2. Cell line: ACHN. Synergy scores: CSS=44.7, Synergy_ZIP=-3.03, Synergy_Bliss=-5.81, Synergy_Loewe=-17.8, Synergy_HSA=-4.79. (2) Drug 2: CN(C(=O)NC(C=O)C(C(C(CO)O)O)O)N=O. Synergy scores: CSS=27.6, Synergy_ZIP=-7.01, Synergy_Bliss=0.506, Synergy_Loewe=-2.37, Synergy_HSA=-0.895. Cell line: SW-620. Drug 1: C1=CC(=CC=C1CC(C(=O)O)N)N(CCCl)CCCl.Cl. (3) Drug 1: CC1=C2C(C(=O)C3(C(CC4C(C3C(C(C2(C)C)(CC1OC(=O)C(C(C5=CC=CC=C5)NC(=O)C6=CC=CC=C6)O)O)OC(=O)C7=CC=CC=C7)(CO4)OC(=O)C)O)C)OC(=O)C. Drug 2: C1=NC2=C(N1)C(=S)N=CN2. Cell line: U251. Synergy scores: CSS=40.5, Synergy_ZIP=-1.01, Synergy_Bliss=-1.11, Synergy_Loewe=-8.74, Synergy_HSA=0.727.